From a dataset of Full USPTO retrosynthesis dataset with 1.9M reactions from patents (1976-2016). Predict the reactants needed to synthesize the given product. (1) The reactants are: C([N:8]1[CH2:39][C:10]2([CH2:17][N:16]3[C:18]4[CH:19]=[C:20]([C:31]([O:33][CH3:34])=[O:32])[CH:21]=[CH:22][C:23]=4[C:24]([CH:25]4[CH2:30][CH2:29][CH2:28][CH2:27][CH2:26]4)=[C:15]3[C:14]3[CH:35]=[CH:36][CH:37]=[CH:38][C:13]=3[O:12][CH2:11]2)[CH2:9]1)C1C=CC=CC=1.[ClH:40]. Given the product [CH:25]1([C:24]2[C:23]3[CH:22]=[CH:21][C:20]([C:31]([O:33][CH3:34])=[O:32])=[CH:19][C:18]=3[N:16]3[C:15]=2[C:14]2[CH:35]=[CH:36][CH:37]=[CH:38][C:13]=2[O:12][CH2:11][C:10]2([CH2:9][NH:8][CH2:39]2)[CH2:17]3)[CH2:26][CH2:27][CH2:28][CH2:29][CH2:30]1.[ClH:40], predict the reactants needed to synthesize it. (2) Given the product [CH2:1]([NH:3][C:4]([C:6]1[CH:10]=[C:9]([C:11]2[CH:16]=[C:15]([CH2:17][CH2:18][C:19]3[CH:24]=[CH:23][CH:22]=[CH:21][CH:20]=3)[C:14]([O:25][CH2:26][C:27]3[CH:28]=[CH:29][CH:30]=[CH:31][CH:32]=3)=[CH:13][C:12]=2[O:33][CH2:34][C:35]2[CH:40]=[CH:39][CH:38]=[CH:37][CH:36]=2)[O:8][N:7]=1)=[O:5])[CH3:2], predict the reactants needed to synthesize it. The reactants are: [CH2:1]([NH:3][C:4]([C:6]1[CH:10]=[C:9]([C:11]2[CH:16]=[C:15]([CH:17]=[CH:18][C:19]3[CH:24]=[CH:23][CH:22]=[CH:21][CH:20]=3)[C:14]([O:25][CH2:26][C:27]3[CH:32]=[CH:31][CH:30]=[CH:29][CH:28]=3)=[CH:13][C:12]=2[O:33][CH2:34][C:35]2[CH:40]=[CH:39][CH:38]=[CH:37][CH:36]=2)[O:8][N:7]=1)=[O:5])[CH3:2].